From a dataset of Catalyst prediction with 721,799 reactions and 888 catalyst types from USPTO. Predict which catalyst facilitates the given reaction. (1) Reactant: [Br:1][C:2]1[CH:10]=[CH:9][C:5]([C:6](O)=[O:7])=[CH:4][C:3]=1[Cl:11].C(O)(=O)C. The catalyst class is: 7. Product: [Br:1][C:2]1[CH:10]=[CH:9][C:5]([CH2:6][OH:7])=[CH:4][C:3]=1[Cl:11]. (2) Reactant: [NH2:1][C:2]1[S:3][CH:4]=[C:5]([C:7]2[CH:27]=[CH:26][C:10]([O:11][CH2:12][CH2:13][CH2:14][CH2:15][CH2:16][O:17][C:18]3[CH:25]=[CH:24][C:21]([C:22]#[N:23])=[CH:20][CH:19]=3)=[CH:9][CH:8]=2)[N:6]=1.[H-].[Na+].Br[CH2:31][CH2:32][CH2:33][CH2:34][CH2:35]Br. Product: [N:1]1([C:2]2[S:3][CH:4]=[C:5]([C:7]3[CH:8]=[CH:9][C:10]([O:11][CH2:12][CH2:13][CH2:14][CH2:15][CH2:16][O:17][C:18]4[CH:19]=[CH:20][C:21]([C:22]#[N:23])=[CH:24][CH:25]=4)=[CH:26][CH:27]=3)[N:6]=2)[CH2:35][CH2:34][CH2:33][CH2:32][CH2:31]1. The catalyst class is: 42. (3) Reactant: [C:1]([NH:11][C:12](=[O:20])[C:13]1[CH:18]=[CH:17][CH:16]=[CH:15][C:14]=1[F:19])(=[O:10])/[CH:2]=[CH:3]/[C:4]1[CH:9]=[CH:8][CH:7]=[CH:6][CH:5]=1.[C:21](#[N:25])[CH2:22][C:23]#[N:24]. Product: [C:23]([CH:22]([C:21]#[N:25])[C@@H:3]([C:4]1[CH:5]=[CH:6][CH:7]=[CH:8][CH:9]=1)[CH2:2][C:1]([NH:11][C:12](=[O:20])[C:13]1[CH:18]=[CH:17][CH:16]=[CH:15][C:14]=1[F:19])=[O:10])#[N:24]. The catalyst class is: 11. (4) Reactant: [F:1][CH:2]([F:16])[O:3][C:4]1[C:5]([F:15])=[C:6]([CH:10]=[C:11]([F:14])[C:12]=1[F:13])[C:7]([NH2:9])=[O:8].[C:17](Cl)(=[O:21])C(Cl)=O.[CH:23]1([NH2:26])[CH2:25][CH2:24]1. Product: [CH:23]1([NH:26][C:17]([NH:9][C:7](=[O:8])[C:6]2[CH:10]=[C:11]([F:14])[C:12]([F:13])=[C:4]([O:3][CH:2]([F:1])[F:16])[C:5]=2[F:15])=[O:21])[CH2:25][CH2:24]1. The catalyst class is: 26.